This data is from NCI-60 drug combinations with 297,098 pairs across 59 cell lines. The task is: Regression. Given two drug SMILES strings and cell line genomic features, predict the synergy score measuring deviation from expected non-interaction effect. (1) Drug 1: C1=C(C(=O)NC(=O)N1)F. Drug 2: CC(C)NC(=O)C1=CC=C(C=C1)CNNC.Cl. Cell line: HS 578T. Synergy scores: CSS=35.5, Synergy_ZIP=-1.36, Synergy_Bliss=3.50, Synergy_Loewe=-3.59, Synergy_HSA=0.757. (2) Drug 1: C1CCN(CC1)CCOC2=CC=C(C=C2)C(=O)C3=C(SC4=C3C=CC(=C4)O)C5=CC=C(C=C5)O. Drug 2: COC1=NC(=NC2=C1N=CN2C3C(C(C(O3)CO)O)O)N. Cell line: SK-MEL-28. Synergy scores: CSS=-0.0850, Synergy_ZIP=3.73, Synergy_Bliss=8.87, Synergy_Loewe=2.48, Synergy_HSA=3.18. (3) Synergy scores: CSS=21.3, Synergy_ZIP=-6.47, Synergy_Bliss=0.860, Synergy_Loewe=3.22, Synergy_HSA=4.18. Drug 1: CC1C(C(CC(O1)OC2CC(CC3=C2C(=C4C(=C3O)C(=O)C5=C(C4=O)C(=CC=C5)OC)O)(C(=O)C)O)N)O.Cl. Cell line: MDA-MB-231. Drug 2: C1=CC(=CC=C1CCCC(=O)O)N(CCCl)CCCl. (4) Drug 1: C1CC(C1)(C(=O)O)C(=O)O.[NH2-].[NH2-].[Pt+2]. Drug 2: C1CC(CCC1OC2=C(C(=CC=C2)Cl)F)(CC3=NC(=CC=C3)NC4=NC=CS4)C(=O)O. Cell line: HT29. Synergy scores: CSS=18.8, Synergy_ZIP=0.969, Synergy_Bliss=7.71, Synergy_Loewe=4.86, Synergy_HSA=7.65. (5) Drug 1: CC1=C2C(C(=O)C3(C(CC4C(C3C(C(C2(C)C)(CC1OC(=O)C(C(C5=CC=CC=C5)NC(=O)OC(C)(C)C)O)O)OC(=O)C6=CC=CC=C6)(CO4)OC(=O)C)OC)C)OC. Synergy scores: CSS=74.5, Synergy_ZIP=5.21, Synergy_Bliss=4.58, Synergy_Loewe=2.65, Synergy_HSA=7.05. Drug 2: CNC(=O)C1=CC=CC=C1SC2=CC3=C(C=C2)C(=NN3)C=CC4=CC=CC=N4. Cell line: K-562.